Task: Predict which catalyst facilitates the given reaction.. Dataset: Catalyst prediction with 721,799 reactions and 888 catalyst types from USPTO Reactant: [CH3:1][O:2][CH:3]([C:7]1[CH:16]=[CH:15][CH:14]=[C:13]2[C:8]=1[CH:9]=[CH:10][CH:11]=[N:12]2)[C:4]([OH:6])=O.C[N:18]1[CH2:23]COCC1.Cl[C:25](OCC(C)C)=[O:26]. Product: [CH3:25][O:26][N:18]([CH3:23])[C:4](=[O:6])[CH:3]([O:2][CH3:1])[C:7]1[CH:16]=[CH:15][CH:14]=[C:13]2[C:8]=1[CH:9]=[CH:10][CH:11]=[N:12]2. The catalyst class is: 2.